Dataset: Full USPTO retrosynthesis dataset with 1.9M reactions from patents (1976-2016). Task: Predict the reactants needed to synthesize the given product. (1) Given the product [Br:1][C:2]1[CH:7]=[CH:6][N:5]2[N:8]=[C:9]([NH:11][C:15]([NH:14][CH2:12][CH3:13])=[O:16])[N:10]=[C:4]2[CH:3]=1, predict the reactants needed to synthesize it. The reactants are: [Br:1][C:2]1[CH:7]=[CH:6][N:5]2[N:8]=[C:9]([NH2:11])[N:10]=[C:4]2[CH:3]=1.[CH2:12]([N:14]=[C:15]=[O:16])[CH3:13]. (2) Given the product [ClH:21].[OH:1][C:2]1[C:9]([O:10][CH2:11][CH2:12][O:13][CH2:14][CH2:15][O:16][CH3:17])=[CH:8][CH:7]=[CH:6][C:3]=1[C:4](=[NH:5])[O:20][CH2:19][CH3:18], predict the reactants needed to synthesize it. The reactants are: [OH:1][C:2]1[C:9]([O:10][CH2:11][CH2:12][O:13][CH2:14][CH2:15][O:16][CH3:17])=[CH:8][CH:7]=[CH:6][C:3]=1[C:4]#[N:5].[CH3:18][CH2:19][OH:20].[ClH:21]. (3) Given the product [Cl:26][C:22]1[CH:21]=[C:20]([N:19]2[C:15]([C:11]3[CH:12]=[CH:13][CH:14]=[C:9]([O:8][CH2:7][CH2:6][CH2:5][OH:4])[CH:10]=3)=[CH:16][C:17]([C:27]([OH:29])=[O:28])=[N:18]2)[CH:25]=[CH:24][CH:23]=1, predict the reactants needed to synthesize it. The reactants are: C([O:4][CH2:5][CH2:6][CH2:7][O:8][C:9]1[CH:10]=[C:11]([C:15]2[N:19]([C:20]3[CH:25]=[CH:24][CH:23]=[C:22]([Cl:26])[CH:21]=3)[N:18]=[C:17]([C:27]([O:29]CC)=[O:28])[CH:16]=2)[CH:12]=[CH:13][CH:14]=1)(=O)C.ClC1C=C(N2C(C3C=C(F)C=C(Cl)C=3)=CC(C(O)=O)=N2)C=CC=1F. (4) Given the product [CH2:1]([O:3][C:4](=[O:37])[CH2:5][CH2:6][CH2:7][CH2:8][C:9]1[C:14]([CH3:15])=[N:13][N:12]2[C:16]([CH2:19][CH3:20])=[CH:17][CH:18]=[C:11]2[C:10]=1[C:21]1[CH:22]=[N:23][CH:24]=[C:25]([CH:36]=1)[C:26]([OH:28])=[O:27])[CH3:2], predict the reactants needed to synthesize it. The reactants are: [CH2:1]([O:3][C:4](=[O:37])[CH2:5][CH2:6][CH2:7][CH2:8][C:9]1[C:14]([CH3:15])=[N:13][N:12]2[C:16]([CH2:19][CH3:20])=[CH:17][CH:18]=[C:11]2[C:10]=1[C:21]1[CH:22]=[N:23][CH:24]=[C:25]([CH:36]=1)[C:26]([O:28]CC1C=CC=CC=1)=[O:27])[CH3:2].[H][H]. (5) Given the product [F:9][C:10]([F:19])([F:20])[C:11]1[CH:12]=[C:13]([C:17]#[C:18][C:2]2[CH:8]=[CH:7][CH:6]=[CH:5][C:3]=2[NH2:4])[CH:14]=[CH:15][CH:16]=1, predict the reactants needed to synthesize it. The reactants are: I[C:2]1[CH:8]=[CH:7][CH:6]=[CH:5][C:3]=1[NH2:4].[F:9][C:10]([F:20])([F:19])[C:11]1[CH:12]=[C:13]([C:17]#[CH:18])[CH:14]=[CH:15][CH:16]=1.N(CC)CC.[Cl-].[NH4+]. (6) The reactants are: [CH:1]1([NH:5][S:6]([C:9]2[CH:10]=[C:11]3[C:16](=[CH:17][CH:18]=2)[NH:15][CH:14]([C:19]2[CH:24]=[C:23]([F:25])[CH:22]=[C:21](Br)[CH:20]=2)[CH2:13][C:12]3([CH3:28])[CH3:27])(=[O:8])=[O:7])[CH2:4][CH2:3][CH2:2]1.[NH2:29][C:30]1([C:33]([OH:35])=[O:34])[CH2:32][CH2:31]1.C(=O)([O-])[O-].[K+].[K+]. Given the product [CH:1]1([NH:5][S:6]([C:9]2[CH:10]=[C:11]3[C:16](=[CH:17][CH:18]=2)[NH:15][CH:14]([C:19]2[CH:20]=[C:21]([NH:29][C:30]4([C:33]([OH:35])=[O:34])[CH2:32][CH2:31]4)[CH:22]=[C:23]([F:25])[CH:24]=2)[CH2:13][C:12]3([CH3:28])[CH3:27])(=[O:8])=[O:7])[CH2:4][CH2:3][CH2:2]1, predict the reactants needed to synthesize it.